From a dataset of Reaction yield outcomes from USPTO patents with 853,638 reactions. Predict the reaction yield, written as a fraction of the theoretical maximum amount of product (1.0 means a 100% yield; for example, 0.34 means a 34% yield). (1) The reactants are ClCCl.[C:4]([Si:8]([CH3:11])([CH3:10])Cl)([CH3:7])([CH3:6])[CH3:5].[N:12]([C@@H:15]1[CH2:20][C@H:19]([OH:21])[C@@H:18]([CH2:22][OH:23])[O:17][CH2:16]1)=[N+:13]=[N-:14].C(N(CC)CC)C. The catalyst is C(Cl)(Cl)Cl. The product is [N:12]([C@@H:15]1[CH2:20][C@H:19]([OH:21])[C@@H:18]([CH2:22][O:23][Si:8]([C:4]([CH3:7])([CH3:6])[CH3:5])([CH3:11])[CH3:10])[O:17][CH2:16]1)=[N+:13]=[N-:14]. The yield is 0.890. (2) The reactants are [NH2:1][C:2]1[S:3][CH:4]=[CH:5][C:6]=1[C:7]([C:9]1[CH:10]=[N:11][C:12]([O:15][CH3:16])=[CH:13][CH:14]=1)=[O:8].[Cl:17]N1C(=O)CCC1=O. The catalyst is CN(C)C=O.C(OCC)(=O)C. The product is [NH2:1][C:2]1[S:3][C:4]([Cl:17])=[CH:5][C:6]=1[C:7]([C:9]1[CH:10]=[N:11][C:12]([O:15][CH3:16])=[CH:13][CH:14]=1)=[O:8]. The yield is 0.590.